Task: Predict the reactants needed to synthesize the given product.. Dataset: Full USPTO retrosynthesis dataset with 1.9M reactions from patents (1976-2016) (1) Given the product [CH3:24][O:23][PH:21](=[O:22])[O:25][CH3:26].[C:15]1([S+:8]([C:2]2[CH:3]=[CH:4][CH:5]=[CH:6][CH:7]=2)[C:9]2[CH:14]=[CH:13][CH:12]=[CH:11][CH:10]=2)[CH:16]=[CH:17][CH:18]=[CH:19][CH:20]=1, predict the reactants needed to synthesize it. The reactants are: [I-].[C:2]1([S+:8]([C:15]2[CH:20]=[CH:19][CH:18]=[CH:17][CH:16]=2)[C:9]2[CH:14]=[CH:13][CH:12]=[CH:11][CH:10]=2)[CH:7]=[CH:6][CH:5]=[CH:4][CH:3]=1.[P:21](OC)([O:25][CH3:26])([O:23][CH3:24])=[O:22]. (2) Given the product [F:31][C:28]1([F:30])[CH2:29][N:26]([C:23]2[N:22]=[CH:21][C:20]([NH:19][C:12]([C:10]3[N:11]=[C:7]([C:1]4[CH:2]=[CH:3][CH:4]=[CH:5][CH:6]=4)[O:8][C:9]=3[C:15]([F:18])([F:17])[F:16])=[O:14])=[CH:25][CH:24]=2)[CH2:27]1, predict the reactants needed to synthesize it. The reactants are: [C:1]1([C:7]2[O:8][C:9]([C:15]([F:18])([F:17])[F:16])=[C:10]([C:12]([OH:14])=O)[N:11]=2)[CH:6]=[CH:5][CH:4]=[CH:3][CH:2]=1.[NH2:19][C:20]1[CH:21]=[N:22][C:23]([N:26]2[CH2:29][C:28]([F:31])([F:30])[CH2:27]2)=[CH:24][CH:25]=1. (3) Given the product [Cl:18][CH2:19][C:20]([C:8]1[CH:9]=[CH:10][C:5]([C:11]2([C:14]([O:16][CH3:17])=[O:15])[CH2:13][CH2:12]2)=[CH:6][CH:7]=1)=[O:21], predict the reactants needed to synthesize it. The reactants are: [Cl-].[Cl-].[Cl-].[Al+3].[C:5]1([C:11]2([C:14]([O:16][CH3:17])=[O:15])[CH2:13][CH2:12]2)[CH:10]=[CH:9][CH:8]=[CH:7][CH:6]=1.[Cl:18][CH2:19][C:20](Cl)=[O:21].Cl. (4) Given the product [F:1][C:2]1[CH:7]=[C:6]([F:8])[CH:5]=[CH:4][C:3]=1[C@:9]12[CH2:18][O:17][C@@H:16]([CH2:19][O:20][CH2:32][CH3:33])[CH2:15][C@H:14]1[C@@H:13]([CH3:21])[S:12][C:11]([NH:22][C:23](=[O:30])[C:24]1[CH:25]=[CH:26][CH:27]=[CH:28][CH:29]=1)=[N:10]2, predict the reactants needed to synthesize it. The reactants are: [F:1][C:2]1[CH:7]=[C:6]([F:8])[CH:5]=[CH:4][C:3]=1[C@:9]12[CH2:18][O:17][C@@H:16]([CH2:19][OH:20])[CH2:15][C@H:14]1[C@@H:13]([CH3:21])[S:12][C:11]([NH:22][C:23](=[O:30])[C:24]1[CH:29]=[CH:28][CH:27]=[CH:26][CH:25]=1)=[N:10]2.I[CH2:32][CH3:33].FC1C=C(F)C=CC=1[C@]12CO[C@@H](COC)C[C@H]1[C@@H](C)SC(NC(=O)C1C=CC=CC=1)=N2.CO. (5) Given the product [F:1][C:2]1[CH:9]=[CH:8][CH:7]=[C:6]([N:11]2[CH:15]=[N:14][CH:13]=[N:12]2)[C:3]=1[C:4]#[N:5], predict the reactants needed to synthesize it. The reactants are: [F:1][C:2]1[CH:9]=[CH:8][CH:7]=[C:6](F)[C:3]=1[C:4]#[N:5].[NH:11]1[CH:15]=[N:14][CH:13]=[N:12]1.C(=O)([O-])[O-].[Cs+].[Cs+].O. (6) Given the product [BrH:1].[CH3:14][N:12]([CH2:11][C:10]1[C:9]([S:8][CH2:6][CH3:7])=[C:18]([OH:19])[CH:17]=[CH:16][CH:15]=1)[CH3:13], predict the reactants needed to synthesize it. The reactants are: [BrH:1].C(O)(=O)C.[CH2:6]([S:8][C:9]1[C:18]([O:19]C)=[CH:17][CH:16]=[CH:15][C:10]=1[CH2:11][N:12]([CH3:14])[CH3:13])[CH3:7]. (7) Given the product [F:21][C:15]1[CH:16]=[C:17]([F:20])[CH:18]=[CH:19][C:14]=1[S:11]([NH:10][C:4]1[C:5]([O:8][CH3:9])=[N:6][CH:7]=[C:2]([C:41]2[S:45][C:44]([C:46]3[CH:47]=[C:48]4[C:52](=[CH:53][CH:54]=3)[C:51](=[O:55])[NH:50][CH2:49]4)=[CH:43][CH:42]=2)[CH:3]=1)(=[O:13])=[O:12], predict the reactants needed to synthesize it. The reactants are: Br[C:2]1[CH:3]=[C:4]([NH:10][S:11]([C:14]2[CH:19]=[CH:18][C:17]([F:20])=[CH:16][C:15]=2[F:21])(=[O:13])=[O:12])[C:5]([O:8][CH3:9])=[N:6][CH:7]=1.B1(B2OC(C)(C)C(C)(C)O2)OC(C)(C)C(C)(C)O1.Br[C:41]1[S:45][C:44]([C:46]2[CH:47]=[C:48]3[C:52](=[CH:53][CH:54]=2)[C:51](=[O:55])[NH:50][CH2:49]3)=[CH:43][CH:42]=1. (8) Given the product [CH2:2]([N:37]1[CH2:38][CH2:39][O:40][CH:35]([CH2:34][CH2:33][O:32][C:11]2[CH:12]=[CH:13][C:14]3[C:15]4[N:16]([CH2:29][CH2:30][N:31]=4)[C:17]([NH:20][C:21](=[O:28])[C:22]4[CH:27]=[CH:26][CH:25]=[N:24][CH:23]=4)=[N:18][C:19]=3[C:10]=2[O:9][CH3:8])[CH2:36]1)[CH3:3], predict the reactants needed to synthesize it. The reactants are: F[C:2](F)(F)[C:3](O)=O.[CH3:8][O:9][C:10]1[C:19]2[N:18]=[C:17]([NH:20][C:21](=[O:28])[C:22]3[CH:27]=[CH:26][CH:25]=[N:24][CH:23]=3)[N:16]3[CH2:29][CH2:30][N:31]=[C:15]3[C:14]=2[CH:13]=[CH:12][C:11]=1[O:32][CH2:33][CH2:34][CH:35]1[O:40][CH2:39][CH2:38][NH:37][CH2:36]1.C(=O)C.C(O[BH-](OC(=O)C)OC(=O)C)(=O)C.[Na+].C(O)(=O)C.Cl.